This data is from Full USPTO retrosynthesis dataset with 1.9M reactions from patents (1976-2016). The task is: Predict the reactants needed to synthesize the given product. Given the product [NH2:1][C:4]1[C:13]2[C:8](=[CH:9][CH:10]=[CH:11][CH:12]=2)[N:7]=[CH:6][CH:5]=1, predict the reactants needed to synthesize it. The reactants are: [N+:1]([C:4]1[C:13]2[C:8](=[CH:9][CH:10]=[CH:11][CH:12]=2)[N+:7]([O-])=[CH:6][CH:5]=1)([O-])=O.